Dataset: Forward reaction prediction with 1.9M reactions from USPTO patents (1976-2016). Task: Predict the product of the given reaction. (1) Given the reactants B(F)(F)F.CCOCC.[CH3:10][O:11][C:12]1[CH:13]=[C:14]([S:18][CH2:19][CH:20]=O)[CH:15]=[CH:16][CH:17]=1.C(=O)(O)[O-].[Na+], predict the reaction product. The product is: [CH3:10][O:11][C:12]1[CH:17]=[CH:16][C:15]2[CH:20]=[CH:19][S:18][C:14]=2[CH:13]=1. (2) Given the reactants [F:1][C:2]1[CH:7]=[CH:6][C:5]([CH2:8][C:9]([C:11]2[CH:16]=[CH:15][N:14]=[C:13]([F:17])[CH:12]=2)=[O:10])=[CH:4][CH:3]=1.[N:18]([O-])=[O:19].[Na+].O, predict the reaction product. The product is: [F:1][C:2]1[CH:3]=[CH:4][C:5]([C:8](=[N:18][OH:19])[C:9]([C:11]2[CH:16]=[CH:15][N:14]=[C:13]([F:17])[CH:12]=2)=[O:10])=[CH:6][CH:7]=1.